The task is: Predict the product of the given reaction.. This data is from Forward reaction prediction with 1.9M reactions from USPTO patents (1976-2016). (1) Given the reactants [CH2:1]([C:3]1[CH:8]=[CH:7][CH:6]=[C:5]([CH2:9][CH3:10])[C:4]=1[C:11]1[CH:20]=[C:19]([CH3:21])[C:14]([C:15]([O:17]C)=[O:16])=[C:13](/[CH:22]=[CH:23]/[CH3:24])[N:12]=1)[CH3:2].C(O)(C(F)(F)F)=O.C([O-])(O)=O.[Na+], predict the reaction product. The product is: [CH2:9]([C:5]1[CH:6]=[CH:7][CH:8]=[C:3]([CH2:1][CH3:2])[C:4]=1[C:11]1[N:12]=[C:13]2[CH2:22][CH:23]([CH3:24])[O:17][C:15](=[O:16])[C:14]2=[C:19]([CH3:21])[CH:20]=1)[CH3:10]. (2) The product is: [Br:15][C:16]1[CH:21]=[CH:20][C:19]([O:6][CH:3]([CH:4]=[CH2:5])[C:2]([F:8])([F:7])[F:1])=[C:18]([N+:23]([O-:25])=[O:24])[CH:17]=1. Given the reactants [F:1][C:2]([F:8])([F:7])[CH:3]([OH:6])[CH:4]=[CH2:5].CC(C)([O-])C.[K+].[Br:15][C:16]1[CH:21]=[CH:20][C:19](F)=[C:18]([N+:23]([O-:25])=[O:24])[CH:17]=1.Cl, predict the reaction product. (3) Given the reactants [CH3:1][N:2]([CH3:22])[CH2:3][C:4]([C:6]1[CH:11]=[CH:10][C:9]([C@@H:12]([NH:14][C:15](=[O:21])[O:16][C:17]([CH3:20])([CH3:19])[CH3:18])[CH3:13])=[CH:8][CH:7]=1)=[O:5].[Na].C(=O)([O-])O.[Na+], predict the reaction product. The product is: [C:17]([O:16][C:15](=[O:21])[NH:14][C@H:12]([C:9]1[CH:8]=[CH:7][C:6]([CH:4]([OH:5])[CH2:3][N:2]([CH3:1])[CH3:22])=[CH:11][CH:10]=1)[CH3:13])([CH3:19])([CH3:18])[CH3:20]. (4) Given the reactants [C:1]1([CH3:7])[CH:6]=[CH:5][CH:4]=[CH:3][CH:2]=1.C(=O)([O-])[O-].[Na+].[Na+].C1(B(O)O)C=CC=CC=1.IC1[CH:25]=[CH:26][C:27]([NH2:30])=[N:28][CH:29]=1, predict the reaction product. The product is: [C:1]1([C:7]2[CH:25]=[CH:26][C:27]([NH2:30])=[N:28][CH:29]=2)[CH:6]=[CH:5][CH:4]=[CH:3][CH:2]=1. (5) Given the reactants C1(N2C=C(Cl)C(Cl)[C:9](=[O:15])N2)C=CC=CC=1.[C:16]1([N:22]2[C:27](=[O:28])[C:26]([Cl:29])=[C:25](Cl)[CH:24]=[N:23]2)[CH:21]=[CH:20][CH:19]=[CH:18][CH:17]=1.C([O-])([O-])=O.[K+].[K+], predict the reaction product. The product is: [C:16]1([N:22]2[C:27](=[O:28])[C:26]([Cl:29])=[C:25]([O:15][CH3:9])[CH:24]=[N:23]2)[CH:21]=[CH:20][CH:19]=[CH:18][CH:17]=1.